Dataset: Full USPTO retrosynthesis dataset with 1.9M reactions from patents (1976-2016). Task: Predict the reactants needed to synthesize the given product. (1) Given the product [F:32][C:33]1[CH:38]=[CH:37][CH:36]=[CH:35][C:34]=1[N:39]1[C:24](=[O:25])[C:15]2=[N:14][N:13]([CH2:12][C:9]3[CH:10]=[CH:11][C:6]([N:1]4[CH:5]=[CH:4][CH:3]=[N:2]4)=[CH:7][CH:8]=3)[C:22]3[CH:21]=[CH:20][CH:19]=[CH:18][C:17]=3[C:16]2=[N:40]1, predict the reactants needed to synthesize it. The reactants are: [N:1]1([C:6]2[CH:11]=[CH:10][C:9]([CH2:12][N:13]3[C:22]4[C:17](=[CH:18][CH:19]=[CH:20][CH:21]=4)[C:16](=S)[C:15]([C:24](OCC)=[O:25])=[N:14]3)=[CH:8][CH:7]=2)[CH:5]=[CH:4][CH:3]=[N:2]1.C(O)C.[F:32][C:33]1[CH:38]=[CH:37][CH:36]=[CH:35][C:34]=1[NH:39][NH2:40].C(=O)([O-])[O-].[K+].[K+]. (2) The reactants are: [Br:1][C:2]1[CH:3]=[C:4]([CH:9]=[CH:10][C:11]=1[CH2:12]Br)[C:5]([O:7][CH3:8])=[O:6].Cl.[NH2:15][C@@H:16]([C:19]([F:22])([F:21])[F:20])[CH2:17][OH:18].C([O-])([O-])=O.[K+].[K+]. Given the product [Br:1][C:2]1[CH:3]=[C:4]([CH:9]=[CH:10][C:11]=1[CH2:12][NH:15][C@H:16]([CH2:17][OH:18])[C:19]([F:22])([F:21])[F:20])[C:5]([O:7][CH3:8])=[O:6], predict the reactants needed to synthesize it. (3) The reactants are: [OH:1][C:2]1[CH:9]=[CH:8][C:7]([O:10][CH3:11])=[CH:6][C:3]=1[CH:4]=[O:5].C([O-])([O-])=O.[Cs+].[Cs+].[Na+].[I-].Cl[CH2:21][CH2:22][N:23]1[CH2:28][CH2:27][O:26][CH2:25][CH2:24]1.Cl. Given the product [CH3:11][O:10][C:7]1[CH:8]=[CH:9][C:2]([O:1][CH2:21][CH2:22][N:23]2[CH2:28][CH2:27][O:26][CH2:25][CH2:24]2)=[C:3]([CH:6]=1)[CH:4]=[O:5], predict the reactants needed to synthesize it. (4) Given the product [NH2:18][C:5]1[C:6]([C:14]([O:16][CH3:17])=[O:15])=[N:7][N:8]([CH2:9][CH2:10][O:11][CH2:12][CH3:13])[C:4]=1[C:1](=[O:3])[NH2:2], predict the reactants needed to synthesize it. The reactants are: [C:1]([C:4]1[N:8]([CH2:9][CH2:10][O:11][CH2:12][CH3:13])[N:7]=[C:6]([C:14]([O:16][CH3:17])=[O:15])[C:5]=1[N+:18]([O-])=O)(=[O:3])[NH2:2].C([O-])=O.[NH4+]. (5) Given the product [CH2:1]([O:8][C:9](=[O:31])[CH:10]([NH:23][C:24]([O:26][C:27]([CH3:28])([CH3:30])[CH3:29])=[O:25])[CH2:11][CH2:12][C:13](=[O:22])[NH:14][C:15]1[CH:20]=[CH:19][CH:18]=[CH:17][C:16]=1[NH:21][CH2:32][CH2:33][CH2:34][CH2:35][CH3:36])[C:2]1[CH:7]=[CH:6][CH:5]=[CH:4][CH:3]=1, predict the reactants needed to synthesize it. The reactants are: [CH2:1]([O:8][C:9](=[O:31])[C@@H:10]([NH:23][C:24]([O:26][C:27]([CH3:30])([CH3:29])[CH3:28])=[O:25])[CH2:11][CH2:12][C:13](=[O:22])[NH:14][C:15]1[CH:20]=[CH:19][CH:18]=[CH:17][C:16]=1[NH2:21])[C:2]1[CH:7]=[CH:6][CH:5]=[CH:4][CH:3]=1.[CH3:32][CH2:33][CH2:34][CH2:35][CH:36]=O.C(OC)(OC)OC.C(O[BH-](OC(=O)C)OC(=O)C)(=O)C.[Na+].[OH-].[Na+]. (6) Given the product [O:54]1[CH2:55][CH2:56][N:51]([C:2]2[N:7]=[C:6]([O:8][C:9]3[C:35]([F:36])=[CH:34][C:33]([F:37])=[CH:32][C:10]=3[CH2:11][NH:12][C:13]([NH:15][C:16]3[N:20]([C:21]4[CH:22]=[CH:23][C:24]([CH3:27])=[CH:25][CH:26]=4)[N:19]=[C:18]([C:28]([CH3:31])([CH3:29])[CH3:30])[CH:17]=3)=[O:14])[CH:5]=[CH:4][N:3]=2)[CH2:52][CH2:53]1, predict the reactants needed to synthesize it. The reactants are: Cl[C:2]1[N:7]=[C:6]([O:8][C:9]2[C:35]([F:36])=[CH:34][C:33]([F:37])=[CH:32][C:10]=2[CH2:11][NH:12][C:13]([NH:15][C:16]2[N:20]([C:21]3[CH:26]=[CH:25][C:24]([CH3:27])=[CH:23][CH:22]=3)[N:19]=[C:18]([C:28]([CH3:31])([CH3:30])[CH3:29])[CH:17]=2)=[O:14])[CH:5]=[CH:4][N:3]=1.C(O)(=O)CC(CC(O)=O)(C(O)=O)O.[NH:51]1[CH2:56][CH2:55][O:54][CH2:53][CH2:52]1. (7) Given the product [Br:1][C:2]1[CH:11]=[C:10]2[C:5]([C:6]([O:12][Si:22]([CH3:24])([CH3:23])[CH3:21])([C:19]#[N:14])[CH2:7][O:8][CH2:9]2)=[CH:4][CH:3]=1, predict the reactants needed to synthesize it. The reactants are: [Br:1][C:2]1[CH:11]=[C:10]2[C:5]([C:6](=[O:12])[CH2:7][O:8][CH2:9]2)=[CH:4][CH:3]=1.C[N+:14]1([O-])[CH2:19]COCC1.[CH3:21][Si:22](C#N)([CH3:24])[CH3:23]. (8) The reactants are: [CH3:1][C@H:2]([NH:7][C:8]([C:10]1[C:18]2[C:13](=[N:14][CH:15]=[C:16]([C:19]3[S:23][C:22]([C:24]([OH:26])=O)=[CH:21][CH:20]=3)[N:17]=2)[N:12]([CH2:27][O:28][CH2:29][CH2:30][Si:31]([CH3:34])([CH3:33])[CH3:32])[CH:11]=1)=[O:9])[C:3]([CH3:6])([CH3:5])[CH3:4].F[B-](F)(F)F.N1(OC(N(C)C)=[N+](C)C)C2C=CC=CC=2N=N1.C(N(CC)C(C)C)(C)C.Cl.[O:67]1[CH2:72][CH2:71][CH:70]([NH2:73])[CH2:69][CH2:68]1.Cl. Given the product [CH3:1][C@H:2]([NH:7][C:8]([C:10]1[C:18]2[C:13](=[N:14][CH:15]=[C:16]([C:19]3[S:23][C:22]([C:24](=[O:26])[NH:73][CH:70]4[CH2:71][CH2:72][O:67][CH2:68][CH2:69]4)=[CH:21][CH:20]=3)[N:17]=2)[N:12]([CH2:27][O:28][CH2:29][CH2:30][Si:31]([CH3:32])([CH3:33])[CH3:34])[CH:11]=1)=[O:9])[C:3]([CH3:4])([CH3:5])[CH3:6], predict the reactants needed to synthesize it. (9) Given the product [CH3:16][N:17]1[CH2:22][CH2:21][N:20]([CH2:2][C:3]2[CH:8]=[C:7]([C:9]([F:12])([F:11])[F:10])[CH:6]=[C:5]([N+:13]([O-:15])=[O:14])[CH:4]=2)[CH2:19][CH2:18]1, predict the reactants needed to synthesize it. The reactants are: Cl[CH2:2][C:3]1[CH:8]=[C:7]([C:9]([F:12])([F:11])[F:10])[CH:6]=[C:5]([N+:13]([O-:15])=[O:14])[CH:4]=1.[CH3:16][N:17]1[CH2:22][CH2:21][NH:20][CH2:19][CH2:18]1.CCOC(C)=O. (10) Given the product [F:11][C:12]1[CH:13]=[C:14]([C@:25]([NH:33][CH:8]=[O:10])([C:34]2[CH:39]=[CH:38][C:37]([F:40])=[CH:36][CH:35]=2)[CH2:26][C:27]2[CH:32]=[CH:31][CH:30]=[CH:29][CH:28]=2)[CH:15]=[C:16]([O:18][C:19]([F:24])([F:23])[CH:20]([F:22])[F:21])[CH:17]=1, predict the reactants needed to synthesize it. The reactants are: C(OC(=O)C)(=O)C.[CH:8]([OH:10])=O.[F:11][C:12]1[CH:13]=[C:14]([C@@:25]([C:34]2[CH:39]=[CH:38][C:37]([F:40])=[CH:36][CH:35]=2)([NH2:33])[CH2:26][C:27]2[CH:32]=[CH:31][CH:30]=[CH:29][CH:28]=2)[CH:15]=[C:16]([O:18][C:19]([F:24])([F:23])[CH:20]([F:22])[F:21])[CH:17]=1.